From a dataset of Catalyst prediction with 721,799 reactions and 888 catalyst types from USPTO. Predict which catalyst facilitates the given reaction. (1) Reactant: [C:1]1([CH3:14])[CH:6]=[C:5]([CH3:7])[CH:4]=[C:3]([CH3:8])[C:2]=1[S:9]([O:12][NH2:13])(=[O:11])=[O:10].[CH3:15][C:16]1[CH:25]=[N:24][CH:23]=[CH:22][C:17]=1[C:18]([O:20][CH3:21])=[O:19]. Product: [CH3:8][C:3]1[CH:4]=[C:5]([CH3:7])[CH:6]=[C:1]([CH3:14])[C:2]=1[S:9]([O-:12])(=[O:11])=[O:10].[NH2:13][N+:24]1[CH:23]=[CH:22][C:17]([C:18]([O:20][CH3:21])=[O:19])=[C:16]([CH3:15])[CH:25]=1. The catalyst class is: 268. (2) Reactant: [CH3:1][C:2]1[CH:11]=[C:10]2[C:5]([C:6](=O)[NH:7][C:8]([C:12]3[CH:17]=[CH:16][CH:15]=[CH:14][C:13]=3[O:18][C:19](=[O:24])[C:20]([CH3:23])([CH3:22])[CH3:21])=[N:9]2)=[CH:4][CH:3]=1.P(Cl)(Cl)(O[Cl:29])=O.N1C=CC=CC=1. Product: [Cl:29][C:6]1[C:5]2[C:10](=[CH:11][C:2]([CH3:1])=[CH:3][CH:4]=2)[N:9]=[C:8]([C:12]2[CH:17]=[CH:16][CH:15]=[CH:14][C:13]=2[O:18][C:19](=[O:24])[C:20]([CH3:23])([CH3:21])[CH3:22])[N:7]=1. The catalyst class is: 11. (3) Reactant: C(OC(=O)[NH:7][CH:8]1[CH2:13][CH2:12][N:11]([C:14]2[C:15]3[CH:22]=[C:21]([C:23]4[CH:24]=[N:25][N:26]([CH3:28])[CH:27]=4)[N:20]([S:29]([C:32]4[CH:37]=[CH:36][CH:35]=[CH:34][CH:33]=4)(=[O:31])=[O:30])[C:16]=3[N:17]=[CH:18][N:19]=2)[CH2:10][CH2:9]1)(C)(C)C.FC(F)(F)C(O)=O. Product: [C:32]1([S:29]([N:20]2[C:16]3[N:17]=[CH:18][N:19]=[C:14]([N:11]4[CH2:12][CH2:13][CH:8]([NH2:7])[CH2:9][CH2:10]4)[C:15]=3[CH:22]=[C:21]2[C:23]2[CH:24]=[N:25][N:26]([CH3:28])[CH:27]=2)(=[O:31])=[O:30])[CH:33]=[CH:34][CH:35]=[CH:36][CH:37]=1. The catalyst class is: 4. (4) Reactant: [CH3:1][O:2][C:3]1[CH:4]=[C:5]([CH:11]=[C:12]([C:16]2[C:21]([F:22])=[CH:20][C:19]([F:23])=[CH:18][C:17]=2[F:24])[C:13](=O)[CH3:14])[CH:6]=[C:7]([O:9][CH3:10])[CH:8]=1.Cl.[NH2:26][C:27](=[NH:34])[CH2:28][C:29]([O:31][CH2:32][CH3:33])=[O:30].N1CCCCC1. Product: [NH2:26][C:27]1[NH:34][C:13]([CH3:14])=[C:12]([C:16]2[C:21]([F:22])=[CH:20][C:19]([F:23])=[CH:18][C:17]=2[F:24])[CH:11]([C:5]2[CH:4]=[C:3]([O:2][CH3:1])[CH:8]=[C:7]([O:9][CH3:10])[CH:6]=2)[C:28]=1[C:29]([O:31][CH2:32][CH3:33])=[O:30]. The catalyst class is: 8. (5) Reactant: [CH3:1][C:2]1[N:6]([CH2:7][C:8]([OH:10])=O)[N:5]=[C:4]([C:11]([F:14])([F:13])[F:12])[CH:3]=1.C(N(CC)CC)C.Cl.[NH:23]1[CH2:28][CH2:27][CH:26]([C:29]2[CH:30]=[C:31]([NH2:35])[CH:32]=[CH:33][CH:34]=2)[CH2:25][CH2:24]1. The catalyst class is: 3. Product: [NH2:35][C:31]1[CH:30]=[C:29]([CH:26]2[CH2:27][CH2:28][N:23]([C:8](=[O:10])[CH2:7][N:6]3[C:2]([CH3:1])=[CH:3][C:4]([C:11]([F:14])([F:13])[F:12])=[N:5]3)[CH2:24][CH2:25]2)[CH:34]=[CH:33][CH:32]=1. (6) Reactant: [Cl:1][C:2]1[CH:7]=[C:6]([N+:8]([O-])=O)[C:5]([Cl:11])=[CH:4][C:3]=1[CH2:12][C:13]([OH:15])=[O:14]. Product: [Cl:1][C:2]1[CH:7]=[C:6]([NH2:8])[C:5]([Cl:11])=[CH:4][C:3]=1[CH2:12][C:13]([OH:15])=[O:14]. The catalyst class is: 8.